Dataset: Peptide-MHC class I binding affinity with 185,985 pairs from IEDB/IMGT. Task: Regression. Given a peptide amino acid sequence and an MHC pseudo amino acid sequence, predict their binding affinity value. This is MHC class I binding data. (1) The peptide sequence is ICLSGDGWPY. The MHC is HLA-A30:02 with pseudo-sequence HLA-A30:02. The binding affinity (normalized) is 0.397. (2) The peptide sequence is GQGGSPTAM. The MHC is HLA-A68:02 with pseudo-sequence HLA-A68:02. The binding affinity (normalized) is 0.